This data is from Reaction yield outcomes from USPTO patents with 853,638 reactions. The task is: Predict the reaction yield, written as a fraction of the theoretical maximum amount of product (1.0 means a 100% yield; for example, 0.34 means a 34% yield). (1) The reactants are Cl[C:2]1[C:3]([C:16]2[CH:21]=[CH:20][CH:19]=[CH:18][CH:17]=2)=[N:4][C:5]2[C:10]([N:11]=1)=[CH:9][C:8]([C:12]([O:14][CH3:15])=[O:13])=[CH:7][CH:6]=2.[CH:22]1[C:31]2[C:26](=[CH:27][CH:28]=[CH:29][CH:30]=2)[CH:25]=[CH:24][C:23]=1B(O)O. No catalyst specified. The product is [CH:30]1[C:31]2[C:26](=[CH:25][CH:24]=[CH:23][CH:22]=2)[CH:27]=[CH:28][C:29]=1[C:2]1[C:3]([C:16]2[CH:21]=[CH:20][CH:19]=[CH:18][CH:17]=2)=[N:4][C:5]2[C:10]([N:11]=1)=[CH:9][C:8]([C:12]([O:14][CH3:15])=[O:13])=[CH:7][CH:6]=2. The yield is 0.470. (2) The reactants are C(N(CC)CC)C.[S:8](Cl)([CH3:11])(=[O:10])=[O:9].[OH:13][CH2:14][C@@H:15]1[CH2:18][C@H:17]([CH2:19][C:20]([O:22][C:23]([CH3:26])([CH3:25])[CH3:24])=[O:21])[C:16]1([CH3:28])[CH3:27]. The catalyst is ClCCl. The product is [CH3:11][S:8]([O:13][CH2:14][C@@H:15]1[CH2:18][C@H:17]([CH2:19][C:20]([O:22][C:23]([CH3:26])([CH3:25])[CH3:24])=[O:21])[C:16]1([CH3:28])[CH3:27])(=[O:10])=[O:9]. The yield is 0.830. (3) The reactants are I[C:2]1[C:6]([C:7]([O:9]CC)=[O:8])=[CH:5][N:4]([CH2:12][O:13][CH2:14][CH2:15][Si:16]([CH3:19])([CH3:18])[CH3:17])[N:3]=1.[C:20]([O:24][C:25]([N:27]1[C:35]2[C:30](=[CH:31][CH:32]=[CH:33][CH:34]=2)[CH:29]=[C:28]1B(O)O)=[O:26])([CH3:23])([CH3:22])[CH3:21].C(=O)([O-])[O-]. The catalyst is COCCOC. The product is [C:20]([O:24][C:25]([N:27]1[C:35]2[C:30](=[CH:31][CH:32]=[CH:33][CH:34]=2)[CH:29]=[C:28]1[C:5]1[N:4]([CH2:12][O:13][CH2:14][CH2:15][Si:16]([CH3:17])([CH3:18])[CH3:19])[N:3]=[CH:2][C:6]=1[C:7]([OH:9])=[O:8])=[O:26])([CH3:23])([CH3:21])[CH3:22]. The yield is 0.350. (4) The reactants are [Cl:1][C:2]1[CH:3]=[C:4]([C:9]2[N:10]=[C:11]([N:20]3[CH:24]=[CH:23][N:22]=[C:21]3[CH3:25])[O:12][C:13]=2[CH2:14][CH2:15][C:16](OC)=[O:17])[CH:5]=[CH:6][C:7]=1[Cl:8].O.C(C(C(C([O-])=O)O)O)([O-])=O.[K+].[Na+].O.O.[Na+].[K+].C(C(C(C([O-])=O)O)O)([O-])=O. The catalyst is C1(C)C=CC=CC=1. The product is [Cl:1][C:2]1[CH:3]=[C:4]([C:9]2[N:10]=[C:11]([N:20]3[CH:24]=[CH:23][N:22]=[C:21]3[CH3:25])[O:12][C:13]=2[CH2:14][CH2:15][CH2:16][OH:17])[CH:5]=[CH:6][C:7]=1[Cl:8]. The yield is 0.740. (5) The catalyst is CN(C=O)C. The reactants are Cl[C:2]1[C:7]([N:8]=[C:9]=[S:10])=[CH:6][CH:5]=[CH:4][N:3]=1.[Br:11][C:12]1[C:13]([NH2:18])=[N:14][CH:15]=[CH:16][CH:17]=1. The product is [Br:11][C:12]1[C:13]([NH:18][C:9]2[S:10][C:2]3[C:7]([N:8]=2)=[CH:6][CH:5]=[CH:4][N:3]=3)=[N:14][CH:15]=[CH:16][CH:17]=1. The yield is 0.368. (6) The reactants are F[C:2]1[CH:7]=[CH:6][CH:5]=[CH:4][C:3]=1[N+:8]([O-:10])=[O:9].[OH:11][C:12]1[CH:13]=[C:14]([CH:17]=[CH:18][CH:19]=1)[C:15]#[N:16].C([O-])([O-])=O.[K+].[K+]. The catalyst is CN(C=O)C.CCOC(C)=O. The product is [N+:8]([C:3]1[CH:4]=[CH:5][CH:6]=[CH:7][C:2]=1[O:11][C:12]1[CH:13]=[C:14]([CH:17]=[CH:18][CH:19]=1)[C:15]#[N:16])([O-:10])=[O:9]. The yield is 0.990. (7) The reactants are [Cl:1][CH2:2][C:3]1[CH:11]=[CH:10][C:6]([C:7](Cl)=[O:8])=[CH:5][CH:4]=1.[CH2:12]([N:14]1[CH:18]=[C:17]([CH3:19])[CH:16]=[C:15]1[C:20]([O:22][CH2:23][CH3:24])=[O:21])[CH3:13]. The catalyst is ClC(Cl)C.[Cl-].[Zn+2].[Cl-]. The product is [Cl:1][CH2:2][C:3]1[CH:11]=[CH:10][C:6]([C:7]([C:18]2[N:14]([CH2:12][CH3:13])[C:15]([C:20]([O:22][CH2:23][CH3:24])=[O:21])=[CH:16][C:17]=2[CH3:19])=[O:8])=[CH:5][CH:4]=1. The yield is 0.501. (8) The reactants are [N-:1]([S:9]([C:12]([F:15])([F:14])[F:13])(=[O:11])=[O:10])[S:2]([C:5]([F:8])([F:7])[F:6])(=[O:4])=[O:3].[Li+].[CH3:17][N:18]([C:20]([N:23]([CH3:25])[CH3:24])(Cl)[Cl:21])[CH3:19]. The catalyst is O. The product is [N-:1]([S:2]([C:5]([F:8])([F:6])[F:7])(=[O:4])=[O:3])[S:9]([C:12]([F:15])([F:14])[F:13])(=[O:11])=[O:10].[CH3:17][N:18]([C+:20]([N:23]([CH3:25])[CH3:24])[Cl:21])[CH3:19]. The yield is 0.851. (9) The reactants are Cl[C:2]1[N:7]=[C:6]([N:8]2[CH2:13][CH2:12][O:11][CH2:10][CH2:9]2)[N:5]=[C:4]([N:14]2[C:18]3[CH:19]=[CH:20][CH:21]=[CH:22][C:17]=3[N:16]=[C:15]2[CH:23]([F:25])[F:24])[N:3]=1.[OH:26][CH2:27][CH2:28][CH2:29][NH:30][CH:31]1[CH2:36][CH2:35][N:34]([C:37]([O:39][C:40]([CH3:43])([CH3:42])[CH3:41])=[O:38])[CH2:33][CH2:32]1. The catalyst is CN(C=O)C.CCN(C(C)C)C(C)C. The product is [F:24][CH:23]([F:25])[C:15]1[N:14]([C:4]2[N:5]=[C:6]([N:8]3[CH2:13][CH2:12][O:11][CH2:10][CH2:9]3)[N:7]=[C:2]([N:30]([CH2:29][CH2:28][CH2:27][OH:26])[CH:31]3[CH2:36][CH2:35][N:34]([C:37]([O:39][C:40]([CH3:41])([CH3:42])[CH3:43])=[O:38])[CH2:33][CH2:32]3)[N:3]=2)[C:18]2[CH:19]=[CH:20][CH:21]=[CH:22][C:17]=2[N:16]=1. The yield is 0.830. (10) The reactants are [CH3:1][N:2]1[C@H:7]2[CH2:8][CH2:9][C@@H:3]1[CH2:4][CH:5]([C:10]#[N:11])[CH2:6]2. The catalyst is N.CO.[Ni]. The product is [CH3:1][N:2]1[C@H:7]2[CH2:8][CH2:9][C@@H:3]1[CH2:4][CH:5]([CH2:10][NH2:11])[CH2:6]2. The yield is 0.380.